Dataset: Catalyst prediction with 721,799 reactions and 888 catalyst types from USPTO. Task: Predict which catalyst facilitates the given reaction. (1) Reactant: Cl([O-])=O.[Na+].[CH:5]([C:7]1[C:15]2[C:10](=[CH:11][C:12]([C:24]#[N:25])=[C:13]([C:16]3[CH:21]=[CH:20][C:19]([O:22][CH3:23])=[CH:18][CH:17]=3)[CH:14]=2)[NH:9][CH:8]=1)=[O:6].O.P([O-])([O-])([O-])=[O:28].[Na+].[Na+].[Na+].OO.S([O-])([O-])=O.[Na+].[Na+].Cl. Product: [C:24]([C:12]1[CH:11]=[C:10]2[C:15]([C:7]([C:5]([OH:28])=[O:6])=[CH:8][NH:9]2)=[CH:14][C:13]=1[C:16]1[CH:17]=[CH:18][C:19]([O:22][CH3:23])=[CH:20][CH:21]=1)#[N:25]. The catalyst class is: 578. (2) Reactant: [Cl:1][C:2]1[CH:7]=[CH:6][C:5]([NH:8][NH:9]C(OC(C)(C)C)=O)=[CH:4][C:3]=1[F:17].[Cl:18][C:19]1[CH:29]=[CH:28][C:27]([CH2:30][NH:31][C:32](=[O:37])[C:33]([F:36])([F:35])[F:34])=[CH:26][C:20]=1[C:21]([N:23]=[C:24]=[O:25])=O.FC(F)(F)C(O)=O. Product: [Cl:18][C:19]1[CH:29]=[CH:28][C:27]([CH2:30][NH:31][C:32](=[O:37])[C:33]([F:36])([F:35])[F:34])=[CH:26][C:20]=1[C:21]1[NH:23][C:24](=[O:25])[N:8]([C:5]2[CH:6]=[CH:7][C:2]([Cl:1])=[C:3]([F:17])[CH:4]=2)[N:9]=1. The catalyst class is: 2. (3) Reactant: [H-].[Na+].[C:3]([CH2:5]P(=O)(OCC)OCC)#[N:4].[CH3:14][N:15]1[CH:23]=[C:22]2[C:17]([CH:18]=[CH:19][C:20]3[CH2:26][CH2:25][C:24](=O)[C:21]=32)=[N:16]1. Product: [CH3:14][N:15]1[CH:23]=[C:22]2[C:17]([CH:18]=[CH:19][C:20]3[CH2:26][CH2:25][C:24](=[CH:5][C:3]#[N:4])[C:21]=32)=[N:16]1. The catalyst class is: 30. (4) Reactant: C(N(CC)CC)C.[CH3:8][C@@:9]12[C:15]([CH3:17])([CH3:16])[C@@H:12]([CH2:13][CH2:14]1)[CH:11]([C:18](Cl)=[O:19])[C:10]2=[O:21].[C:22]([O:26][C:27]([NH:29][NH:30][C:31]1[CH:36]=[CH:35][CH:34]=[CH:33][C:32]=1[F:37])=[O:28])([CH3:25])([CH3:24])[CH3:23].O. Product: [C:22]([O:26][C:27]([NH:29][N:30]([C:31]1[CH:36]=[CH:35][CH:34]=[CH:33][C:32]=1[F:37])[C:18]([CH:11]1[C:10](=[O:21])[C@:9]2([CH3:8])[C:15]([CH3:17])([CH3:16])[C@H:12]1[CH2:13][CH2:14]2)=[O:19])=[O:28])([CH3:25])([CH3:23])[CH3:24]. The catalyst class is: 4. (5) Reactant: [CH:1]1([CH:6]([C:21]2[CH:26]=[CH:25][C:24]([CH2:27][N:28]3[C:33](=[O:34])[CH2:32][O:31][C:30]([C:35]4[CH:40]=[CH:39][CH:38]=[CH:37][CH:36]=4)=[N:29]3)=[CH:23][CH:22]=2)[C:7]([NH:9][CH2:10][C:11]2[CH:16]=[CH:15][C:14]([C:17]([O:19]C)=[O:18])=[CH:13][CH:12]=2)=[O:8])[CH2:5][CH2:4][CH2:3][CH2:2]1.[OH-].[Na+].[Cl-].[NH4+]. Product: [CH:1]1([CH:6]([C:21]2[CH:26]=[CH:25][C:24]([CH2:27][N:28]3[C:33](=[O:34])[CH2:32][O:31][C:30]([C:35]4[CH:40]=[CH:39][CH:38]=[CH:37][CH:36]=4)=[N:29]3)=[CH:23][CH:22]=2)[C:7]([NH:9][CH2:10][C:11]2[CH:12]=[CH:13][C:14]([C:17]([OH:19])=[O:18])=[CH:15][CH:16]=2)=[O:8])[CH2:2][CH2:3][CH2:4][CH2:5]1. The catalyst class is: 38.